Dataset: NCI-60 drug combinations with 297,098 pairs across 59 cell lines. Task: Regression. Given two drug SMILES strings and cell line genomic features, predict the synergy score measuring deviation from expected non-interaction effect. (1) Cell line: NCI-H226. Synergy scores: CSS=21.7, Synergy_ZIP=-7.05, Synergy_Bliss=-2.13, Synergy_Loewe=-7.31, Synergy_HSA=-0.0436. Drug 2: COC1=CC(=CC(=C1O)OC)C2C3C(COC3=O)C(C4=CC5=C(C=C24)OCO5)OC6C(C(C7C(O6)COC(O7)C8=CC=CS8)O)O. Drug 1: CN1CCC(CC1)COC2=C(C=C3C(=C2)N=CN=C3NC4=C(C=C(C=C4)Br)F)OC. (2) Drug 1: CCCS(=O)(=O)NC1=C(C(=C(C=C1)F)C(=O)C2=CNC3=C2C=C(C=N3)C4=CC=C(C=C4)Cl)F. Drug 2: C1CC(=O)NC(=O)C1N2CC3=C(C2=O)C=CC=C3N. Cell line: MOLT-4. Synergy scores: CSS=-14.5, Synergy_ZIP=2.85, Synergy_Bliss=-5.98, Synergy_Loewe=-12.0, Synergy_HSA=-10.7. (3) Drug 1: CCCCCOC(=O)NC1=NC(=O)N(C=C1F)C2C(C(C(O2)C)O)O. Drug 2: COCCOC1=C(C=C2C(=C1)C(=NC=N2)NC3=CC=CC(=C3)C#C)OCCOC.Cl. Cell line: CAKI-1. Synergy scores: CSS=7.19, Synergy_ZIP=3.47, Synergy_Bliss=1.33, Synergy_Loewe=-4.91, Synergy_HSA=-1.22. (4) Drug 1: C1CCC(C1)C(CC#N)N2C=C(C=N2)C3=C4C=CNC4=NC=N3. Drug 2: CC1=C(C(=CC=C1)Cl)NC(=O)C2=CN=C(S2)NC3=CC(=NC(=N3)C)N4CCN(CC4)CCO. Cell line: A498. Synergy scores: CSS=13.3, Synergy_ZIP=-1.79, Synergy_Bliss=7.21, Synergy_Loewe=3.64, Synergy_HSA=6.39. (5) Drug 1: CC1=C2C(C(=O)C3(C(CC4C(C3C(C(C2(C)C)(CC1OC(=O)C(C(C5=CC=CC=C5)NC(=O)OC(C)(C)C)O)O)OC(=O)C6=CC=CC=C6)(CO4)OC(=O)C)OC)C)OC. Drug 2: C1=C(C(=O)NC(=O)N1)F. Cell line: DU-145. Synergy scores: CSS=72.7, Synergy_ZIP=6.69, Synergy_Bliss=6.18, Synergy_Loewe=10.3, Synergy_HSA=12.7. (6) Drug 1: CC1=C2C(C(=O)C3(C(CC4C(C3C(C(C2(C)C)(CC1OC(=O)C(C(C5=CC=CC=C5)NC(=O)OC(C)(C)C)O)O)OC(=O)C6=CC=CC=C6)(CO4)OC(=O)C)OC)C)OC. Drug 2: CC1=C(C(=CC=C1)Cl)NC(=O)C2=CN=C(S2)NC3=CC(=NC(=N3)C)N4CCN(CC4)CCO. Cell line: SW-620. Synergy scores: CSS=61.0, Synergy_ZIP=14.1, Synergy_Bliss=11.6, Synergy_Loewe=13.2, Synergy_HSA=13.9. (7) Drug 1: CN(C)C1=NC(=NC(=N1)N(C)C)N(C)C. Drug 2: C1=CC(=CC=C1C#N)C(C2=CC=C(C=C2)C#N)N3C=NC=N3. Cell line: SR. Synergy scores: CSS=12.0, Synergy_ZIP=-3.12, Synergy_Bliss=1.50, Synergy_Loewe=4.45, Synergy_HSA=4.23. (8) Drug 1: C1CCN(CC1)CCOC2=CC=C(C=C2)C(=O)C3=C(SC4=C3C=CC(=C4)O)C5=CC=C(C=C5)O. Drug 2: C1=NC2=C(N1)C(=S)N=C(N2)N. Cell line: NCI-H460. Synergy scores: CSS=35.0, Synergy_ZIP=0.614, Synergy_Bliss=1.70, Synergy_Loewe=-9.24, Synergy_HSA=1.36. (9) Drug 1: CC1OCC2C(O1)C(C(C(O2)OC3C4COC(=O)C4C(C5=CC6=C(C=C35)OCO6)C7=CC(=C(C(=C7)OC)O)OC)O)O. Drug 2: C1=CC=C(C(=C1)C(C2=CC=C(C=C2)Cl)C(Cl)Cl)Cl. Cell line: SF-539. Synergy scores: CSS=7.49, Synergy_ZIP=-1.17, Synergy_Bliss=-1.33, Synergy_Loewe=-25.0, Synergy_HSA=-0.164.